Dataset: TCR-epitope binding with 47,182 pairs between 192 epitopes and 23,139 TCRs. Task: Binary Classification. Given a T-cell receptor sequence (or CDR3 region) and an epitope sequence, predict whether binding occurs between them. (1) The epitope is RILGAGCFV. The TCR CDR3 sequence is CASSLGGQPQHF. Result: 1 (the TCR binds to the epitope). (2) The epitope is TSDLATNNLVVMAY. The TCR CDR3 sequence is CASSGRAAYEQYF. Result: 0 (the TCR does not bind to the epitope). (3) The epitope is NEGVKAAW. The TCR CDR3 sequence is CANSRGGSDNEQFF. Result: 1 (the TCR binds to the epitope). (4) The epitope is CINGVCWTV. Result: 0 (the TCR does not bind to the epitope). The TCR CDR3 sequence is CASSMGTGAHEQYF. (5) The epitope is KAYNVTQAF. The TCR CDR3 sequence is CASSQEGALAVSTDTQYF. Result: 1 (the TCR binds to the epitope). (6) The epitope is KAYNVTQAF. The TCR CDR3 sequence is CASSLGGGDGYTF. Result: 1 (the TCR binds to the epitope). (7) The epitope is GTHWFVTQR. The TCR CDR3 sequence is CASSPGTAPNEKLFF. Result: 0 (the TCR does not bind to the epitope). (8) The epitope is YLDAYNMMI. The TCR CDR3 sequence is CASSYPGTGLPYEQYF. Result: 1 (the TCR binds to the epitope). (9) The epitope is KMKDLSPRW. The TCR CDR3 sequence is CASSLGKGQALHF. Result: 0 (the TCR does not bind to the epitope).